From a dataset of NCI-60 drug combinations with 297,098 pairs across 59 cell lines. Regression. Given two drug SMILES strings and cell line genomic features, predict the synergy score measuring deviation from expected non-interaction effect. (1) Drug 1: CC1C(C(CC(O1)OC2CC(CC3=C2C(=C4C(=C3O)C(=O)C5=C(C4=O)C(=CC=C5)OC)O)(C(=O)C)O)N)O.Cl. Drug 2: C1=CC(=CC=C1C#N)C(C2=CC=C(C=C2)C#N)N3C=NC=N3. Cell line: SW-620. Synergy scores: CSS=2.13, Synergy_ZIP=0.578, Synergy_Bliss=-3.01, Synergy_Loewe=-40.8, Synergy_HSA=-4.38. (2) Synergy scores: CSS=50.9, Synergy_ZIP=0.439, Synergy_Bliss=0.481, Synergy_Loewe=-0.501, Synergy_HSA=4.03. Drug 1: C1=NC2=C(N1)C(=S)N=C(N2)N. Cell line: DU-145. Drug 2: CC=C1C(=O)NC(C(=O)OC2CC(=O)NC(C(=O)NC(CSSCCC=C2)C(=O)N1)C(C)C)C(C)C. (3) Drug 1: CC1C(C(CC(O1)OC2CC(CC3=C2C(=C4C(=C3O)C(=O)C5=C(C4=O)C(=CC=C5)OC)O)(C(=O)C)O)N)O.Cl. Drug 2: C(CC(=O)O)C(=O)CN.Cl. Cell line: OVCAR3. Synergy scores: CSS=12.4, Synergy_ZIP=-9.90, Synergy_Bliss=-8.30, Synergy_Loewe=-12.5, Synergy_HSA=-7.45. (4) Drug 1: CCC(=C(C1=CC=CC=C1)C2=CC=C(C=C2)OCCN(C)C)C3=CC=CC=C3.C(C(=O)O)C(CC(=O)O)(C(=O)O)O. Drug 2: C1=CC=C(C=C1)NC(=O)CCCCCCC(=O)NO. Cell line: U251. Synergy scores: CSS=0.646, Synergy_ZIP=-4.92, Synergy_Bliss=-5.93, Synergy_Loewe=-17.9, Synergy_HSA=-6.76. (5) Drug 1: C1=CC=C(C=C1)NC(=O)CCCCCCC(=O)NO. Drug 2: CS(=O)(=O)OCCCCOS(=O)(=O)C. Cell line: HCC-2998. Synergy scores: CSS=3.69, Synergy_ZIP=-3.44, Synergy_Bliss=-2.05, Synergy_Loewe=-5.69, Synergy_HSA=-3.41.